This data is from Forward reaction prediction with 1.9M reactions from USPTO patents (1976-2016). The task is: Predict the product of the given reaction. (1) The product is: [C:1]([O:5][C:6]([N:8]1[CH2:9][CH2:10][CH:11]([CH2:14][O:15][CH2:16][C:17]2[O:18][C:19]3[CH:25]=[CH:24][C:23]([S:26]([CH3:27])=[O:36])=[CH:22][C:20]=3[CH:21]=2)[CH2:12][CH2:13]1)=[O:7])([CH3:4])([CH3:3])[CH3:2]. Given the reactants [C:1]([O:5][C:6]([N:8]1[CH2:13][CH2:12][CH:11]([CH2:14][O:15][CH2:16][C:17]2[O:18][C:19]3[CH:25]=[CH:24][C:23]([S:26][CH3:27])=[CH:22][C:20]=3[CH:21]=2)[CH2:10][CH2:9]1)=[O:7])([CH3:4])([CH3:3])[CH3:2].C1C=C(Cl)C=C(C(OO)=[O:36])C=1.C([O-])(O)=O.[Na+], predict the reaction product. (2) Given the reactants [OH:1][C@@H:2]1[CH2:7][CH2:6][C@H:5]([N:8]2[C:13](=[O:14])[C:12]([CH2:15][C:16]3[CH:21]=[CH:20][C:19]([C:22]4[C:23]([C:28]#[N:29])=[CH:24][CH:25]=[CH:26][CH:27]=4)=[CH:18][CH:17]=3)=[C:11]([CH2:30][CH2:31][CH3:32])[N:10]3[N:33]=[CH:34][N:35]=[C:9]23)[CH2:4][CH2:3]1.[CH3:36][O:37][C:38]1[CH:43]=[CH:42][C:41](O)=[CH:40][CH:39]=1.C1(P(C2C=CC=CC=2)C2C=CC=CC=2)C=CC=CC=1.[N:65]([C:66]([O:68]C(C)C)=[O:67])=[N:65][C:66]([O:68]C(C)C)=[O:67].Cl.[Cl-].O[NH3+].C(=O)([O-])O.[Na+], predict the reaction product. The product is: [CH3:36][O:37][C:38]1[CH:43]=[CH:42][C:41]([O:1][C@H:2]2[CH2:7][CH2:6][C@H:5]([N:8]3[C:13](=[O:14])[C:12]([CH2:15][C:16]4[CH:21]=[CH:20][C:19]([C:22]5[CH:27]=[CH:26][CH:25]=[CH:24][C:23]=5[C:28]5[NH:65][C:66](=[O:67])[O:68][N:29]=5)=[CH:18][CH:17]=4)=[C:11]([CH2:30][CH2:31][CH3:32])[N:10]4[N:33]=[CH:34][N:35]=[C:9]34)[CH2:4][CH2:3]2)=[CH:40][CH:39]=1. (3) Given the reactants CO[C:3](=[O:23])[C:4]([OH:22])=[CH:5][C:6](=[O:21])[N:7]([CH2:10][C:11]1[CH:16]=[CH:15][C:14]([NH:17][C:18](=[O:20])[CH3:19])=[CH:13][CH:12]=1)[O:8][CH3:9].C=O.CN.ClC1C=C(C=CC=1Cl)[CH2:32][N:33](C)[C:34](C1CN(C)C(=O)C=1O)=O, predict the reaction product. The product is: [C:18]([NH:17][C:14]1[CH:13]=[CH:12][C:11]([CH2:10][N:7]([O:8][CH3:9])[C:6]([C:5]2[CH2:32][N:33]([CH3:34])[C:3](=[O:23])[C:4]=2[OH:22])=[O:21])=[CH:16][CH:15]=1)(=[O:20])[CH3:19].